Regression. Given a peptide amino acid sequence and an MHC pseudo amino acid sequence, predict their binding affinity value. This is MHC class I binding data. From a dataset of Peptide-MHC class I binding affinity with 185,985 pairs from IEDB/IMGT. (1) The peptide sequence is SLFPLCLSTT. The MHC is HLA-A02:03 with pseudo-sequence HLA-A02:03. The binding affinity (normalized) is 1.00. (2) The MHC is HLA-A31:01 with pseudo-sequence HLA-A31:01. The peptide sequence is APLAHRLGM. The binding affinity (normalized) is 0.0847. (3) The MHC is HLA-A33:01 with pseudo-sequence HLA-A33:01. The binding affinity (normalized) is 0.438. The peptide sequence is CLEWLRAKR. (4) The peptide sequence is WAKLLKQKW. The MHC is HLA-B57:01 with pseudo-sequence HLA-B57:01. The binding affinity (normalized) is 0.498. (5) The peptide sequence is MDYLILKNL. The MHC is HLA-B40:01 with pseudo-sequence HLA-B40:01. The binding affinity (normalized) is 0.0358.